This data is from Full USPTO retrosynthesis dataset with 1.9M reactions from patents (1976-2016). The task is: Predict the reactants needed to synthesize the given product. Given the product [CH3:41][C:38]1([CH3:42])[O:39][CH2:40][CH:35]([CH2:34][O:33][C:30]2[C:29]([CH3:43])=[CH:28][N:27]=[C:26]([CH2:25][S:11][C:12]3[NH:16][C:15]4[CH:17]=[CH:18][CH:19]=[CH:20][C:14]=4[N:13]=3)[C:31]=2[CH3:32])[CH2:36][O:37]1, predict the reactants needed to synthesize it. The reactants are: CS(C)=O.CC(C)([O-])C.[K+].[SH:11][C:12]1[NH:13][C:14]2[CH:20]=[CH:19][CH:18]=[CH:17][C:15]=2[N:16]=1.C(O[CH2:25][C:26]1[C:31]([CH3:32])=[C:30]([O:33][CH2:34][CH:35]2[CH2:40][O:39][C:38]([CH3:42])([CH3:41])[O:37][CH2:36]2)[C:29]([CH3:43])=[CH:28][N:27]=1)(=O)C.